Predict the reactants needed to synthesize the given product. From a dataset of Retrosynthesis with 50K atom-mapped reactions and 10 reaction types from USPTO. Given the product Cc1ccc(I)cc1C=O, predict the reactants needed to synthesize it. The reactants are: Cc1ccc(I)cc1C(=O)O.